Dataset: Full USPTO retrosynthesis dataset with 1.9M reactions from patents (1976-2016). Task: Predict the reactants needed to synthesize the given product. (1) Given the product [F:1][C:2]1[C:10]([O:11][C:12]2[C:21]3[C:16](=[CH:17][C:18]([O:24][CH2:25][CH:26]4[CH2:31][CH2:30][NH:29][CH2:28][CH2:27]4)=[C:19]([O:22][CH3:23])[CH:20]=3)[N:15]=[CH:14][N:13]=2)=[CH:9][CH:8]=[C:7]2[C:3]=1[CH:4]=[C:5]([CH3:39])[NH:6]2, predict the reactants needed to synthesize it. The reactants are: [F:1][C:2]1[C:10]([O:11][C:12]2[C:21]3[C:16](=[CH:17][C:18]([O:24][CH2:25][CH:26]4[CH2:31][CH2:30][N:29](C(OC(C)(C)C)=O)[CH2:28][CH2:27]4)=[C:19]([O:22][CH3:23])[CH:20]=3)[N:15]=[CH:14][N:13]=2)=[CH:9][CH:8]=[C:7]2[C:3]=1[CH:4]=[C:5]([CH3:39])[NH:6]2. (2) Given the product [Br:1][C:2]1[CH:6]=[C:5]([C:7]([NH:23][C:24]2[CH:25]([C:31]([O:33][CH2:34][CH3:35])=[O:32])[CH2:26][CH2:27][CH2:28][C:29]=2[CH3:30])=[O:9])[N:4]([C:10]2[C:15]([Cl:16])=[CH:14][CH:13]=[CH:12][N:11]=2)[N:3]=1, predict the reactants needed to synthesize it. The reactants are: [Br:1][C:2]1[CH:6]=[C:5]([C:7]([OH:9])=O)[N:4]([C:10]2[C:15]([Cl:16])=[CH:14][CH:13]=[CH:12][N:11]=2)[N:3]=1.C(Cl)(=O)C(Cl)=O.[NH2:23][C:24]1[CH:29]([CH3:30])[CH2:28][CH2:27][CH2:26][C:25]=1[C:31]([O:33][CH2:34][CH3:35])=[O:32].C(=O)([O-])[O-].[K+].[K+]. (3) Given the product [ClH:36].[CH:1]1([N:4]2[C:13]3[C:8](=[CH:9][C:10]([F:24])=[C:11]([N:16]4[CH2:17][CH:18]([CH3:23])[N:19]([CH2:46][CH2:45][C:44]([O:48][CH2:49][CH3:50])=[O:47])[CH:20]([CH3:22])[CH2:21]4)[C:12]=3[O:14][CH3:15])[C:7](=[O:25])[C:6]([C:26]([NH:28][CH2:29][C:30]3[CH:35]=[CH:34][C:33]([Cl:36])=[CH:32][C:31]=3[Cl:37])=[O:27])=[CH:5]2)[CH2:3][CH2:2]1, predict the reactants needed to synthesize it. The reactants are: [CH:1]1([N:4]2[C:13]3[C:8](=[CH:9][C:10]([F:24])=[C:11]([N:16]4[CH2:21][CH:20]([CH3:22])[NH:19][CH:18]([CH3:23])[CH2:17]4)[C:12]=3[O:14][CH3:15])[C:7](=[O:25])[C:6]([C:26]([NH:28][CH2:29][C:30]3[CH:35]=[CH:34][C:33]([Cl:36])=[CH:32][C:31]=3[Cl:37])=[O:27])=[CH:5]2)[CH2:3][CH2:2]1.Cl([O-])(=O)(=O)=O.[Li+].[C:44]([O:48][CH2:49][CH3:50])(=[O:47])[CH:45]=[CH2:46]. (4) Given the product [Br:22][C:23]1[N:24]=[C:25]([OH:30])[C:26]([NH:29][S:51]([CH2:50][C:45]2[CH:46]=[C:47]([Cl:49])[CH:48]=[C:43]([Cl:42])[CH:44]=2)(=[O:53])=[O:52])=[N:27][CH:28]=1, predict the reactants needed to synthesize it. The reactants are: ClC1N=NC(NS(CC2C=CC(F)=C(F)C=2)(=O)=O)=C(O)C=1.[Br:22][C:23]1[N:24]=[C:25]([O:30]C)[C:26]([NH2:29])=[N:27][CH:28]=1.ClC1N=C(OC)C(N)=NC=1.[Cl:42][C:43]1[CH:44]=[C:45]([CH2:50][S:51](Cl)(=[O:53])=[O:52])[CH:46]=[C:47]([Cl:49])[CH:48]=1.FC1C=C(CS(Cl)(=O)=O)C=CC=1F. (5) Given the product [CH2:10]([C:4]12[CH2:9][CH:7]([CH2:6][CH2:5]1)[CH2:8][C:3]2([C:1]#[C:2][C:31]1[CH2:37][CH2:36][CH2:35][CH2:34][CH2:33][C:32]=1[C:38]([O:40][CH3:41])=[O:39])[OH:12])[CH3:11], predict the reactants needed to synthesize it. The reactants are: [C:1]([C:3]1([OH:12])[CH2:8][CH:7]2[CH2:9][C:4]1([CH2:10][CH3:11])[CH2:5][CH2:6]2)#[CH:2].O1CCCC1.C(NC(C)C)(C)C.FC(F)(F)S(O[C:31]1[CH2:37][CH2:36][CH2:35][CH2:34][CH2:33][C:32]=1[C:38]([O:40][CH3:41])=[O:39])(=O)=O. (6) Given the product [CH3:23][C:16]1[O:17][C:18]([C:19]([F:20])([F:21])[F:22])=[C:14]([C:12](=[O:13])[CH3:4])[N:15]=1, predict the reactants needed to synthesize it. The reactants are: C[Mg+].[Br-].[CH2:4](OCC)C.CON(C)[C:12]([C:14]1[N:15]=[C:16]([CH3:23])[O:17][C:18]=1[C:19]([F:22])([F:21])[F:20])=[O:13].